This data is from Forward reaction prediction with 1.9M reactions from USPTO patents (1976-2016). The task is: Predict the product of the given reaction. (1) Given the reactants [CH3:1][S:2][CH2:3][CH2:4][OH:5].C(Cl)Cl.O[C:10]1[CH:11]=[C:12]2[C:16](=[CH:17][CH:18]=1)[N:15]([C:19]([O:21][C:22]([CH3:25])([CH3:24])[CH3:23])=[O:20])[C:14]([C:26]([O:28][CH2:29][CH3:30])=[O:27])=[CH:13]2.C1(P(C2C=CC=CC=2)C2C=CC=CC=2)C=CC=CC=1, predict the reaction product. The product is: [CH3:1][S:2][CH2:3][CH2:4][O:5][C:10]1[CH:11]=[C:12]2[C:16](=[CH:17][CH:18]=1)[N:15]([C:19]([O:21][C:22]([CH3:23])([CH3:24])[CH3:25])=[O:20])[C:14]([C:26]([O:28][CH2:29][CH3:30])=[O:27])=[CH:13]2. (2) Given the reactants [C:1]([O:5][C:6](=[O:26])[CH2:7][C:8](=[O:25])[CH2:9][CH2:10][CH2:11][CH2:12][CH2:13][CH2:14][C:15]1[CH:24]=[CH:23][C:22]2[CH2:21][CH2:20][CH2:19][NH:18][C:17]=2[N:16]=1)([CH3:4])([CH3:3])[CH3:2].C[Si]([N-][Si](C)(C)C)(C)C.[K+].C1C=CC(N([S:44]([C:47]([F:50])([F:49])[F:48])(=[O:46])=[O:45])[S:44]([C:47]([F:50])([F:49])[F:48])(=[O:46])=[O:45])=CC=1.C(=O)([O-])O.[Na+], predict the reaction product. The product is: [C:1]([O:5][C:6](=[O:26])[CH:7]=[C:8]([O:25][S:44]([C:47]([F:50])([F:49])[F:48])(=[O:46])=[O:45])[CH2:9][CH2:10][CH2:11][CH2:12][CH2:13][CH2:14][C:15]1[CH:24]=[CH:23][C:22]2[CH2:21][CH2:20][CH2:19][NH:18][C:17]=2[N:16]=1)([CH3:4])([CH3:2])[CH3:3]. (3) The product is: [OH:5][CH2:4][CH2:3][N:2]([CH3:1])[S:7]([C:10]1[CH:18]=[CH:17][CH:16]=[C:15]2[C:11]=1[CH2:12][CH:13]([C:19]([O:21][CH3:22])=[O:20])[CH2:14]2)(=[O:9])=[O:8]. Given the reactants [CH3:1][NH:2][CH2:3][CH2:4][OH:5].Cl[S:7]([C:10]1[CH:18]=[CH:17][CH:16]=[C:15]2[C:11]=1[CH2:12][CH:13]([C:19]([O:21][CH3:22])=[O:20])[CH2:14]2)(=[O:9])=[O:8].C(N(CC)CC)C.Cl, predict the reaction product. (4) Given the reactants [NH2:1][C:2]1[C:11]2[CH:10]=[CH:9][C:8]([F:12])=[C:7](I)[C:6]=2[N:5]=[C:4]2[CH2:14][N:15]([CH:18]3[CH2:20][CH2:19]3)[C:16](=[O:17])[C:3]=12.[CH3:21][O:22][C:23]1[CH:28]=[C:27]([O:29][CH3:30])[CH:26]=[CH:25][C:24]=1B(O)O, predict the reaction product. The product is: [NH2:1][C:2]1[C:11]2[CH:10]=[CH:9][C:8]([F:12])=[C:7]([C:26]3[CH:25]=[CH:24][C:23]([O:22][CH3:21])=[CH:28][C:27]=3[O:29][CH3:30])[C:6]=2[N:5]=[C:4]2[CH2:14][N:15]([CH:18]3[CH2:20][CH2:19]3)[C:16](=[O:17])[C:3]=12. (5) The product is: [CH3:1][O:2][C:3]1[C:4]2[N:13]=[C:12]([NH:14][C:33]([N:30]3[CH2:29][CH2:28][C:27]([OH:26])([C:36]4[CH:41]=[CH:40][CH:39]=[C:38]([C:42]([F:44])([F:43])[F:45])[CH:37]=4)[CH2:32][CH2:31]3)=[O:34])[S:11][C:5]=2[N:6]=[C:7]([S:9][CH3:10])[N:8]=1. Given the reactants [CH3:1][O:2][C:3]1[C:4]2[N:13]=[C:12]([NH2:14])[S:11][C:5]=2[N:6]=[C:7]([S:9][CH3:10])[N:8]=1.[H-].[Na+].C(N(CC)C(C)C)(C)C.[OH:26][C:27]1([C:36]2[CH:41]=[CH:40][CH:39]=[C:38]([C:42]([F:45])([F:44])[F:43])[CH:37]=2)[CH2:32][CH2:31][N:30]([C:33](Cl)=[O:34])[CH2:29][CH2:28]1, predict the reaction product.